Dataset: Full USPTO retrosynthesis dataset with 1.9M reactions from patents (1976-2016). Task: Predict the reactants needed to synthesize the given product. (1) Given the product [CH3:21][N:22]1[C:31]2[C:26](=[CH:27][CH:28]=[CH:29][CH:30]=2)[N:25]([C:4]([C:1]2([C:7]([OH:9])=[O:8])[CH2:3][CH2:2]2)=[O:5])[CH2:24][CH2:23]1, predict the reactants needed to synthesize it. The reactants are: [C:1]1([C:7]([OH:9])=[O:8])([C:4](O)=[O:5])[CH2:3][CH2:2]1.C(N(CC)CC)C.S(Cl)(Cl)=O.[CH3:21][N:22]1[C:31]2[C:26](=[CH:27][CH:28]=[CH:29][CH:30]=2)[NH:25][CH2:24][CH2:23]1. (2) The reactants are: [F:1][C:2]1[CH:7]=[C:6]([CH3:8])[C:5]([S:9][CH2:10][C:11]([F:14])([F:13])[F:12])=[CH:4][C:3]=1[NH:15][NH2:16].C(O[CH:20](O)[C:21]([F:24])([F:23])[F:22])C.CS(O)(=O)=O. Given the product [F:1][C:2]1[CH:7]=[C:6]([CH3:8])[C:5]([S:9][CH2:10][C:11]([F:13])([F:14])[F:12])=[CH:4][C:3]=1[NH:15][N:16]=[CH:20][C:21]([F:24])([F:23])[F:22], predict the reactants needed to synthesize it. (3) The reactants are: [C:1]([C:3]1[CH:4]=[C:5]([CH:22]([CH3:24])[CH3:23])[C:6]2[O:10][C:9]([C:11]3[CH:20]=[CH:19][C:14]([C:15]([O:17]C)=[O:16])=[CH:13][CH:12]=3)=[N:8][C:7]=2[CH:21]=1)#[N:2].[OH-].[Li+:26].O1CCCC1.CO. Given the product [C:1]([C:3]1[CH:4]=[C:5]([CH:22]([CH3:24])[CH3:23])[C:6]2[O:10][C:9]([C:11]3[CH:12]=[CH:13][C:14]([C:15]([O-:17])=[O:16])=[CH:19][CH:20]=3)=[N:8][C:7]=2[CH:21]=1)#[N:2].[Li+:26], predict the reactants needed to synthesize it. (4) Given the product [Si:1]([O:8][C@H:9]1[CH2:18][C:17]([CH3:20])([CH3:19])[CH2:16][C:15]2[N:14]=[C:13]([CH:21]([O:23][CH3:24])[CH3:22])[C:12]([CH:25]([OH:36])[C:26]3[CH:27]=[CH:28][C:29]([C:32]([F:35])([F:33])[F:34])=[CH:30][CH:31]=3)=[C:11]([CH:37]3[CH2:42][CH2:41][N:40]([C:43]([O:45][CH2:46][C:47]4[CH:48]=[CH:49][CH:50]=[CH:51][CH:52]=4)=[O:44])[CH2:39][CH2:38]3)[C:10]1=2)([C:4]([CH3:5])([CH3:6])[CH3:7])([CH3:2])[CH3:3], predict the reactants needed to synthesize it. The reactants are: [Si:1]([O:8][C@H:9]1[CH2:18][C:17]([CH3:20])([CH3:19])[CH2:16][C:15]2[N:14]=[C:13]([CH:21]([O:23][CH3:24])[CH3:22])[C:12]([C:25](=[O:36])[C:26]3[CH:31]=[CH:30][C:29]([C:32]([F:35])([F:34])[F:33])=[CH:28][CH:27]=3)=[C:11]([CH:37]3[CH2:42][CH2:41][N:40]([C:43]([O:45][CH2:46][C:47]4[CH:52]=[CH:51][CH:50]=[CH:49][CH:48]=4)=[O:44])[CH2:39][CH2:38]3)[C:10]1=2)([C:4]([CH3:7])([CH3:6])[CH3:5])([CH3:3])[CH3:2].[BH4-].[Na+]. (5) Given the product [Cl:1][C:2]1[CH:7]=[C:6]([OH:8])[CH:5]=[CH:4][C:3]=1[CH2:16][N:17]1[CH:21]=[CH:20][C:19]([NH:22][C:23](=[O:32])[C:24]2[C:25]([F:31])=[CH:26][CH:27]=[CH:28][C:29]=2[F:30])=[N:18]1, predict the reactants needed to synthesize it. The reactants are: [Cl:1][C:2]1[CH:7]=[C:6]([O:8]CC2C=CC=CC=2)[CH:5]=[CH:4][C:3]=1[CH2:16][N:17]1[CH:21]=[CH:20][C:19]([NH:22][C:23](=[O:32])[C:24]2[C:29]([F:30])=[CH:28][CH:27]=[CH:26][C:25]=2[F:31])=[N:18]1. (6) Given the product [C:8]1([N:7]2[C:3]([CH2:2][C:20]#[N:21])=[N:4][C:5]([C:14]3[CH:19]=[CH:18][CH:17]=[CH:16][CH:15]=3)=[N:6]2)[CH:13]=[CH:12][CH:11]=[CH:10][CH:9]=1, predict the reactants needed to synthesize it. The reactants are: Br[CH2:2][C:3]1[N:7]([C:8]2[CH:13]=[CH:12][CH:11]=[CH:10][CH:9]=2)[N:6]=[C:5]([C:14]2[CH:19]=[CH:18][CH:17]=[CH:16][CH:15]=2)[N:4]=1.[C-:20]#[N:21].[K+].O. (7) The reactants are: Cl[C:2]1[N:7]=[C:6]([C:8]([NH:10][C:11]2[CH:19]=[C:18]([C:20]3[CH:28]=[CH:27][CH:26]=[C:25]4[C:21]=3[CH:22]=[CH:23][NH:24]4)[CH:17]=[C:16]3[C:12]=2[CH:13]=[N:14][NH:15]3)=[O:9])[CH:5]=[CH:4][CH:3]=1.[CH2:29]([NH:31][CH2:32][CH3:33])[CH3:30].CCN(C(C)C)C(C)C. Given the product [CH2:29]([N:31]([CH2:32][CH3:33])[C:2]1[N:7]=[C:6]([C:8]([NH:10][C:11]2[CH:19]=[C:18]([C:20]3[CH:28]=[CH:27][CH:26]=[C:25]4[C:21]=3[CH:22]=[CH:23][NH:24]4)[CH:17]=[C:16]3[C:12]=2[CH:13]=[N:14][NH:15]3)=[O:9])[CH:5]=[CH:4][CH:3]=1)[CH3:30], predict the reactants needed to synthesize it.